This data is from Reaction yield outcomes from USPTO patents with 853,638 reactions. The task is: Predict the reaction yield, written as a fraction of the theoretical maximum amount of product (1.0 means a 100% yield; for example, 0.34 means a 34% yield). (1) The reactants are [Cl:1][C:2]1[N:10]=[CH:9][C:8]([F:11])=[CH:7][C:3]=1[C:4]([NH2:6])=O.CCN(CC)CC.C(OC(C(F)(F)F)=O)(C(F)(F)F)=O. The catalyst is C(Cl)Cl. The product is [Cl:1][C:2]1[N:10]=[CH:9][C:8]([F:11])=[CH:7][C:3]=1[C:4]#[N:6]. The yield is 0.860. (2) The reactants are [C:1]([C:3]1[CH:8]=[CH:7][C:6]([NH:9][CH:10]([C:16]2[CH:21]=[CH:20][C:19]([OH:22])=[C:18]([CH2:23][CH3:24])[CH:17]=2)[C:11]([O:13][CH2:14][CH3:15])=[O:12])=[CH:5][CH:4]=1)#[N:2].C1(=O)O[CH2:28][CH2:27][O:26]1. The catalyst is [Br-].C([N+](CCCC)(CCCC)CCCC)CCC.CN(C=O)C. The product is [C:1]([C:3]1[CH:8]=[CH:7][C:6]([NH:9][CH:10]([C:16]2[CH:21]=[CH:20][C:19]([O:22][CH2:28][CH2:27][OH:26])=[C:18]([CH2:23][CH3:24])[CH:17]=2)[C:11]([O:13][CH2:14][CH3:15])=[O:12])=[CH:5][CH:4]=1)#[N:2]. The yield is 0.240. (3) The reactants are [CH2:1]([O:8][C@H:9]1[C@H:14]([O:15][CH2:16][C:17]2[CH:22]=[CH:21][CH:20]=[CH:19][CH:18]=2)[C@H:13]([O:23][CH2:24][C:25]2[CH:30]=[CH:29][CH:28]=[CH:27][CH:26]=2)[C@@H:12]([CH2:31][O:32][CH2:33][C:34]2[CH:39]=[CH:38][CH:37]=[CH:36][CH:35]=2)[O:11][C@@H:10]1CC([O-])=O)[C:2]1[CH:7]=[CH:6][CH:5]=[CH:4][CH:3]=1.[CH3:44][Si:45]([CH3:62])([CH3:61])[C:46]#[C:47][Sn](CCCC)(CCCC)CCCC.[Si](OS(C(F)(F)F)(=O)=O)(C)(C)C.CCN(CC)CC. The catalyst is C(Cl)Cl. The product is [CH3:62][Si:45]([CH3:44])([CH3:61])[C:46]#[C:47][C@@H:10]1[C@H:9]([O:8][CH2:1][C:2]2[CH:3]=[CH:4][CH:5]=[CH:6][CH:7]=2)[C@@H:14]([O:15][CH2:16][C:17]2[CH:22]=[CH:21][CH:20]=[CH:19][CH:18]=2)[C@H:13]([O:23][CH2:24][C:25]2[CH:26]=[CH:27][CH:28]=[CH:29][CH:30]=2)[C@@H:12]([CH2:31][O:32][CH2:33][C:34]2[CH:35]=[CH:36][CH:37]=[CH:38][CH:39]=2)[O:11]1. The yield is 0.250. (4) The reactants are I[C:2]1[N:6]2[CH:7]=[C:8]([C:13]3[CH:18]=[CH:17][C:16]([C:19]([F:22])([F:21])[F:20])=[CH:15][CH:14]=3)[CH:9]=[C:10]([C:11]#[N:12])[C:5]2=[N:4][CH:3]=1.C[Si]([C:27]#[CH:28])(C)C. No catalyst specified. The product is [C:27]([C:2]1[N:6]2[CH:7]=[C:8]([C:13]3[CH:18]=[CH:17][C:16]([C:19]([F:22])([F:21])[F:20])=[CH:15][CH:14]=3)[CH:9]=[C:10]([C:11]#[N:12])[C:5]2=[N:4][CH:3]=1)#[CH:28]. The yield is 0.820. (5) The reactants are [F:1][C:2]1[CH:7]=[CH:6][C:5]([C:8]([N:10]2[CH2:15][CH2:14][CH2:13][C@H:12]([OH:16])[CH2:11]2)=[O:9])=[CH:4][CH:3]=1.C(N(CC)CC)C.[Cl:24][C:25]1[CH:30]=[CH:29][C:28]([N:31]=[C:32]=[O:33])=[CH:27][CH:26]=1. The catalyst is ClCCl. The product is [F:1][C:2]1[CH:7]=[CH:6][C:5]([C:8]([N:10]2[CH2:15][CH2:14][CH2:13][C@H:12]([O:16][C:32](=[O:33])[NH:31][C:28]3[CH:29]=[CH:30][C:25]([Cl:24])=[CH:26][CH:27]=3)[CH2:11]2)=[O:9])=[CH:4][CH:3]=1. The yield is 0.310. (6) The reactants are [C:1]([C:3]1[CH:4]=[C:5]([CH:9]=[CH:10][CH:11]=1)[C:6]([OH:8])=O)#[CH:2].[CH3:12][N:13]1[C:17]([NH2:18])=[CH:16][C:15]([CH3:19])=[N:14]1.F[P-](F)(F)(F)(F)F.N1(O[P+](N(C)C)(N(C)C)N(C)C)C2C=CC=CC=2N=N1.CCN(C(C)C)C(C)C. The catalyst is CN(C=O)C.CCOC(C)=O. The product is [CH3:12][N:13]1[C:17]([NH:18][C:6](=[O:8])[C:5]2[CH:9]=[CH:10][CH:11]=[C:3]([C:1]#[CH:2])[CH:4]=2)=[CH:16][C:15]([CH3:19])=[N:14]1. The yield is 0.780.